From a dataset of Reaction yield outcomes from USPTO patents with 853,638 reactions. Predict the reaction yield, written as a fraction of the theoretical maximum amount of product (1.0 means a 100% yield; for example, 0.34 means a 34% yield). (1) The reactants are [CH2:1]([NH:8][CH:9]1[CH2:12][N:11]([C:13]([O:15][C:16]([CH3:19])([CH3:18])[CH3:17])=[O:14])[CH2:10]1)[C:2]1[CH:7]=[CH:6][CH:5]=[CH:4][CH:3]=1.CI.[C:22](=O)([O-])[O-].[Cs+].[Cs+]. The catalyst is CN(C=O)C.C(OCC)(=O)C. The product is [CH2:1]([N:8]([CH3:22])[CH:9]1[CH2:12][N:11]([C:13]([O:15][C:16]([CH3:19])([CH3:18])[CH3:17])=[O:14])[CH2:10]1)[C:2]1[CH:3]=[CH:4][CH:5]=[CH:6][CH:7]=1. The yield is 0.720. (2) The reactants are [CH:1]1([C:4]2[C:13](/[CH:14]=[CH:15]/[CH:16]=[O:17])=[C:12]([C:18]3[CH:23]=[CH:22][C:21]([F:24])=[CH:20][CH:19]=3)[C:11]3[C:6](=[CH:7][CH:8]=[CH:9][CH:10]=3)[N:5]=2)[CH2:3][CH2:2]1.N1C2C(=CC=CC=2)C=CC=1.C[C@@](O)(CC(SCCNC(CCNC([C@H](O)C(COP(OP(OC[C@H]1O[C@@H](N2C3N=CN=C(N)C=3N=C2)[C@H](O)[C@@H]1OP(O)(O)=O)(O)=O)(O)=O)(C)C)=O)=O)=O)CC(O)=O.C1C=C2C=CC(O)=C(C3C4C(=CC=CC=4)C=CC=3O)C2=CC=1.[CH2:115]([O:117][C:118]([O:127][Si](C)(C)C)=[CH:119][C:120]([O:122][Si](C)(C)C)=[CH2:121])[CH3:116].FC(F)(F)C(O)=O.O.C(=O)(O)[O-].[Na+]. The catalyst is CC(C)[O-].[Ti+4].CC(C)[O-].CC(C)[O-].CC(C)[O-].C(OCC)(=O)C.O.C(OCC)(=O)C.CCCCCC.O1CCCC1. The product is [CH2:115]([O:117][C:118](=[O:127])[CH2:119][C:120](=[O:122])[CH2:121][C@H:16]([OH:17])/[CH:15]=[CH:14]/[C:13]1[C:4]([CH:1]2[CH2:3][CH2:2]2)=[N:5][C:6]2[C:11]([C:12]=1[C:18]1[CH:19]=[CH:20][C:21]([F:24])=[CH:22][CH:23]=1)=[CH:10][CH:9]=[CH:8][CH:7]=2)[CH3:116]. The yield is 0.940. (3) The yield is 0.350. The product is [OH:19][C:17]1[CH:18]=[C:9]([C:39]2[CH:44]=[C:43]([CH3:45])[CH:42]=[CH:41][C:40]=2[C:46]2[CH:51]=[CH:50][C:49]([C:52]([F:53])([F:55])[F:54])=[CH:48][CH:47]=2)[CH:10]=[C:11]2[C:16]=1[N:15]=[CH:14][NH:13][C:12]2=[O:36]. The reactants are CC1(C)C(C)(C)OB([C:9]2[CH:10]=[C:11]3[C:16](=[C:17]([O:19]COCC[Si](C)(C)C)[CH:18]=2)[N:15]=[CH:14][N:13](COCC[Si](C)(C)C)[C:12]3=[O:36])O1.Br[C:39]1[CH:44]=[C:43]([CH3:45])[CH:42]=[CH:41][C:40]=1[C:46]1[CH:51]=[CH:50][C:49]([C:52]([F:55])([F:54])[F:53])=[CH:48][CH:47]=1.FC1C=C(I)C=C(F)C=1F.C(=O)([O-])[O-].[K+].[K+]. The catalyst is O1CCOCC1.C1(P([C-]2C=CC=C2)C2C=CC=CC=2)C=CC=CC=1.[C-]1(P(C2C=CC=CC=2)C2C=CC=CC=2)C=CC=C1.[Fe+2].[Pd](Cl)Cl. (4) The reactants are I[C:2]1[CH:10]=[CH:9][C:5]2[CH2:6][CH2:7][O:8][C:4]=2[CH:3]=1.[SH:11][C:12]1[NH:20][C:19]2[C:14](=[N:15][CH:16]=[N:17][C:18]=2[NH2:21])[N:13]=1.C([O-])([O-])=O.[Cs+].[Cs+]. The catalyst is CN(C=O)C.C1C=CC(P(C2C=CC=CC=2)[C-]2C=CC=C2)=CC=1.C1C=CC(P(C2C=CC=CC=2)[C-]2C=CC=C2)=CC=1.Cl[Pd]Cl.[Fe+2]. The product is [O:8]1[C:4]2[CH:3]=[C:2]([S:11][C:12]3[NH:13][C:14]4[C:19]([N:20]=3)=[C:18]([NH2:21])[N:17]=[CH:16][N:15]=4)[CH:10]=[CH:9][C:5]=2[CH2:6][CH2:7]1. The yield is 0.440. (5) The reactants are [CH:1]([C:3]1[CH:11]=[CH:10][CH:9]=[CH:8][C:4]=1[C:5]([OH:7])=[O:6])=[O:2].[CH3:12][C:13](=[CH:15][CH2:16][CH2:17]/[C:18](=[CH:20]/[CH2:21]O)/[CH3:19])[CH3:14].C1CCC(N=C=NC2CCCCC2)CC1. The catalyst is CN(C1C=CN=CC=1)C.ClCCl. The product is [CH:1]([C:3]1[CH:11]=[CH:10][CH:9]=[CH:8][C:4]=1[C:5]([O:7][CH2:21]/[CH:20]=[C:18](\[CH3:19])/[CH2:17][CH2:16][CH:15]=[C:13]([CH3:14])[CH3:12])=[O:6])=[O:2]. The yield is 0.220. (6) The product is [N:1]12[CH2:8][CH2:7][C:4]([CH2:9][NH:10][CH2:11][C:13]3[C:21]4[C:20]([C:22]([O:24][CH3:25])=[O:23])=[CH:19][CH:18]=[CH:17][C:16]=4[NH:15][N:14]=3)([CH2:5][CH2:6]1)[CH2:3][CH2:2]2. The yield is 1.00. The catalyst is O1CCOCC1. The reactants are [N:1]12[CH2:8][CH2:7][C:4]([CH2:9][NH2:10])([CH2:5][CH2:6]1)[CH2:3][CH2:2]2.[CH:11]([C:13]1[C:21]2[C:20]([C:22]([O:24][CH3:25])=[O:23])=[CH:19][CH:18]=[CH:17][C:16]=2[NH:15][N:14]=1)=O.C(O)(=O)C.C(O[BH-](OC(=O)C)OC(=O)C)(=O)C.[Na+]. (7) The reactants are [C:1]([O:5][C:6]([N:8]1[CH2:13][CH2:12][C:11]([CH:20]2[CH2:25][CH2:24][CH2:23][CH2:22][CH2:21]2)([CH2:14]OS(C)(=O)=O)[CH2:10][CH2:9]1)=[O:7])([CH3:4])([CH3:3])[CH3:2].[N-:26]=[N+:27]=[N-:28].[Na+]. The catalyst is CN(C=O)C. The product is [C:1]([O:5][C:6]([N:8]1[CH2:13][CH2:12][C:11]([CH:20]2[CH2:25][CH2:24][CH2:23][CH2:22][CH2:21]2)([CH2:14][N:26]=[N+:27]=[N-:28])[CH2:10][CH2:9]1)=[O:7])([CH3:4])([CH3:3])[CH3:2]. The yield is 0.760. (8) The reactants are Br[C:2]1[C:3]([O:17][C:18]2[CH:23]=[CH:22][C:21]([F:24])=[CH:20][CH:19]=2)=[C:4]2[C:9](=[CH:10][CH:11]=1)[N:8]([C:12]([O:14][CH3:15])=[O:13])[C@@H:7]([CH3:16])[CH2:6][CH2:5]2.CC1(C)C(C)(C)OB([C:33]2[CH:34]=[N:35][N:36]([CH:38]3[CH2:41][N:40]([C:42]([O:44][C:45]([CH3:48])([CH3:47])[CH3:46])=[O:43])[CH2:39]3)[CH:37]=2)O1.C(=O)([O-])[O-].[Cs+].[Cs+]. The catalyst is CC(C1C=C(C(C)C)C(C2C=CC=C(P(C3CCCCC3)C3CCCCC3)C=2)=C(C(C)C)C=1)C.C1C=[C-]C(C2C(N)=CC=CC=2)=CC=1.Cl[Pd+].O1CCOCC1.O. The product is [C:45]([O:44][C:42]([N:40]1[CH2:41][CH:38]([N:36]2[CH:37]=[C:33]([C:2]3[C:3]([O:17][C:18]4[CH:19]=[CH:20][C:21]([F:24])=[CH:22][CH:23]=4)=[C:4]4[C:9](=[CH:10][CH:11]=3)[N:8]([C:12]([O:14][CH3:15])=[O:13])[C@@H:7]([CH3:16])[CH2:6][CH2:5]4)[CH:34]=[N:35]2)[CH2:39]1)=[O:43])([CH3:48])([CH3:46])[CH3:47]. The yield is 0.720.